Dataset: Full USPTO retrosynthesis dataset with 1.9M reactions from patents (1976-2016). Task: Predict the reactants needed to synthesize the given product. Given the product [O:1]1[C:9]2[C:4](=[N:5][CH:6]=[CH:7][CH:8]=2)[O:3][CH:2]1[CH2:10][OH:11], predict the reactants needed to synthesize it. The reactants are: [O:1]1[C:9]2[C:4](=[N:5][CH:6]=[CH:7][CH:8]=2)[O:3][CH:2]1[C:10](OC)=[O:11].[H-].[H-].[H-].[H-].[Li+].[Al+3].[NH4+].[Cl-].